Dataset: Full USPTO retrosynthesis dataset with 1.9M reactions from patents (1976-2016). Task: Predict the reactants needed to synthesize the given product. Given the product [Br:12][C:13]1[CH:14]=[CH:15][CH:16]=[C:17]([CH2:19][O:20][CH2:4][C:5]2[N:9]([CH3:10])[N:8]=[C:7]([CH3:11])[CH:6]=2)[N:18]=1, predict the reactants needed to synthesize it. The reactants are: [H-].[Na+].Cl[CH2:4][C:5]1[N:9]([CH3:10])[N:8]=[C:7]([CH3:11])[CH:6]=1.[Br:12][C:13]1[N:18]=[C:17]([CH2:19][OH:20])[CH:16]=[CH:15][CH:14]=1.